This data is from Reaction yield outcomes from USPTO patents with 853,638 reactions. The task is: Predict the reaction yield, written as a fraction of the theoretical maximum amount of product (1.0 means a 100% yield; for example, 0.34 means a 34% yield). (1) The reactants are [F:1][C:2]1[CH:7]=[CH:6][C:5](I)=[CH:4][CH:3]=1.[O:9]1[CH:13]=[CH:12][N:11]=[CH:10]1. The catalyst is CN(C=O)C.[Cu](I)I.C([O-])(=O)C.[Pd+2].C([O-])(=O)C. The product is [F:1][C:2]1[CH:7]=[CH:6][C:5]([C:10]2[O:9][CH:13]=[CH:12][N:11]=2)=[CH:4][CH:3]=1. The yield is 0.260. (2) The reactants are [Br:1]N1C(=O)CCC1=O.[CH3:9][C:10]1[C:11]2[N:12]([C:16]([C@@H:19]3[CH2:23][CH2:22][CH2:21][N:20]3[C:24]([O:26][CH2:27][C:28]3[CH:33]=[CH:32][CH:31]=[CH:30][CH:29]=3)=[O:25])=[N:17][CH:18]=2)[CH:13]=[CH:14][N:15]=1.O.C(OCC)(=O)C. The catalyst is CN(C=O)C.[Cl-].[Na+].O. The product is [Br:1][C:18]1[N:17]=[C:16]([C@@H:19]2[CH2:23][CH2:22][CH2:21][N:20]2[C:24]([O:26][CH2:27][C:28]2[CH:33]=[CH:32][CH:31]=[CH:30][CH:29]=2)=[O:25])[N:12]2[CH:13]=[CH:14][N:15]=[C:10]([CH3:9])[C:11]=12. The yield is 0.790. (3) The reactants are [C:1]([NH:8][C@H:9]([C:11]([OH:13])=O)[CH3:10])([O:3][C:4]([CH3:7])([CH3:6])[CH3:5])=[O:2].C1C=CC2N(O)N=NC=2C=1.Cl.[CH3:25][NH:26][O:27][CH3:28].C(N(CC)CC)C.C1(N=C=NC2CCCCC2)CCCCC1. The catalyst is ClCCl. The product is [C:4]([O:3][C:1]([NH:8][C@@H:9]([CH3:10])[C:11]([N:26]([O:27][CH3:28])[CH3:25])=[O:13])=[O:2])([CH3:5])([CH3:6])[CH3:7]. The yield is 0.810. (4) The reactants are Cl[C:2]1[N:6]([CH2:7][CH2:8][CH2:9][C:10]([O:12][CH2:13][CH3:14])=[O:11])[C:5]2[C:15]([CH:20]([CH2:23][CH3:24])[CH2:21][CH3:22])=[CH:16][CH:17]=[C:18]([Cl:19])[C:4]=2[N:3]=1.[Br:25][C:26]1[CH:32]=[CH:31][C:29]([NH2:30])=[C:28]([CH3:33])[CH:27]=1.O.C1(C)C=CC(S(O)(=O)=O)=CC=1.C(=O)([O-])O.[Na+]. The catalyst is C1(C)C(C)=CC=CC=1. The product is [Br:25][C:26]1[CH:32]=[CH:31][C:29]([NH:30][C:2]2[N:6]([CH2:7][CH2:8][CH2:9][C:10]([O:12][CH2:13][CH3:14])=[O:11])[C:5]3[C:15]([CH:20]([CH2:23][CH3:24])[CH2:21][CH3:22])=[CH:16][CH:17]=[C:18]([Cl:19])[C:4]=3[N:3]=2)=[C:28]([CH3:33])[CH:27]=1. The yield is 0.750.